Predict the reaction yield, written as a fraction of the theoretical maximum amount of product (1.0 means a 100% yield; for example, 0.34 means a 34% yield). From a dataset of Reaction yield outcomes from USPTO patents with 853,638 reactions. (1) The yield is 0.580. The reactants are [F:1][C:2]1[CH:30]=[CH:29][C:28]([F:31])=[CH:27][C:3]=1[O:4][C:5]1[CH:10]=[CH:9][C:8]([C:11]2[C:19]3[C:14](=[N:15][CH:16]=[N:17][C:18]=3[NH2:20])[N:13]([C@@H:21]3[CH2:26][CH2:25][CH2:24][NH:23][CH2:22]3)[N:12]=2)=[CH:7][CH:6]=1.CN(C(ON1N=NC2C=CC=NC1=2)=[N+](C)C)C.F[P-](F)(F)(F)(F)F.C(N(CC)CC)C.[C:63]([CH2:65][C:66](O)=[O:67])#[N:64]. The product is [NH2:20][C:18]1[N:17]=[CH:16][N:15]=[C:14]2[N:13]([C@@H:21]3[CH2:26][CH2:25][CH2:24][N:23]([C:66](=[O:67])[CH2:65][C:63]#[N:64])[CH2:22]3)[N:12]=[C:11]([C:8]3[CH:7]=[CH:6][C:5]([O:4][C:3]4[CH:27]=[C:28]([F:31])[CH:29]=[CH:30][C:2]=4[F:1])=[CH:10][CH:9]=3)[C:19]=12. The catalyst is ClCCl. (2) The reactants are Cl[C:2]1[C:11]2[C:6](=[CH:7][CH:8]=[CH:9][CH:10]=2)[C:5]([CH2:12][O:13][CH2:14][C:15]#[CH:16])=[N:4][N:3]=1.[NH2:17][C:18]1[CH:32]=[CH:31][C:21]2[N:22]([C:25]3[CH:30]=[CH:29][CH:28]=[CH:27][CH:26]=3)[CH:23]=[N:24][C:20]=2[CH:19]=1. The catalyst is CC(O)C. The product is [C:25]1([N:22]2[C:21]3[CH:31]=[CH:32][C:18]([NH:17][C:2]4[C:11]5[C:6](=[CH:7][CH:8]=[CH:9][CH:10]=5)[C:5]([CH2:12][O:13][CH2:14][C:15]#[CH:16])=[N:4][N:3]=4)=[CH:19][C:20]=3[N:24]=[CH:23]2)[CH:30]=[CH:29][CH:28]=[CH:27][CH:26]=1. The yield is 0.270. (3) The reactants are [CH3:1][CH:2]1[CH2:6][CH2:5][CH2:4][NH:3]1.Cl[CH2:8][CH2:9][CH2:10][O:11][C:12]1[CH:17]=[CH:16][C:15]([I:18])=[CH:14][CH:13]=1.C(=O)([O-])[O-].[K+].[K+]. The catalyst is C(#N)C.[I-].[Na+]. The product is [I:18][C:15]1[CH:16]=[CH:17][C:12]([O:11][CH2:10][CH2:9][CH2:8][N:3]2[CH2:4][CH2:5][CH2:6][CH:2]2[CH3:1])=[CH:13][CH:14]=1. The yield is 0.800. (4) The reactants are [NH2:1][CH2:2][CH2:3][C:4]1[N:8]2[C:9](=[O:22])[C:10]3[NH:11][C:12]([Br:21])=[N:13][C:14]=3[N:15]([CH2:16][CH2:17][CH2:18][CH2:19][CH3:20])[C:7]2=[N:6][N:5]=1.[CH3:23][O:24][C:25]1[CH:33]=[CH:32][C:28]([C:29](O)=[O:30])=[CH:27][CH:26]=1.F[P-](F)(F)(F)(F)F.N1(O[P+](N(C)C)(N(C)C)N(C)C)C2C=CC=CC=2N=N1.C(N(CC)CC)C. The catalyst is CN(C=O)C.O.C(#N)C. The product is [Br:21][C:12]1[NH:11][C:10]2[C:9](=[O:22])[N:8]3[C:4]([CH2:3][CH2:2][NH:1][C:29](=[O:30])[C:28]4[CH:32]=[CH:33][C:25]([O:24][CH3:23])=[CH:26][CH:27]=4)=[N:5][N:6]=[C:7]3[N:15]([CH2:16][CH2:17][CH2:18][CH2:19][CH3:20])[C:14]=2[N:13]=1. The yield is 0.730.